This data is from Reaction yield outcomes from USPTO patents with 853,638 reactions. The task is: Predict the reaction yield, written as a fraction of the theoretical maximum amount of product (1.0 means a 100% yield; for example, 0.34 means a 34% yield). (1) The reactants are [Br:1][C:2]1[CH:7]=[CH:6][C:5]([F:8])=[CH:4][C:3]=1[C:9]1[NH:13][N:12]=[N:11][N:10]=1.IC.[C:16](=O)([O-])[O-].[K+].[K+]. The catalyst is CN(C)C=O. The product is [Br:1][C:2]1[CH:7]=[CH:6][C:5]([F:8])=[CH:4][C:3]=1[C:9]1[N:13]([CH3:16])[NH:12][NH:11][N:10]=1. The yield is 0.330. (2) The reactants are C(N[CH:5]([CH3:7])[CH3:6])(C)C.C(=O)=O.[CH3:11][C:12](C)=O.C([Li])CCC.C([N-]C(C)C)(C)C.[Li+].[OH:28][C@@H:29]([CH3:35])[CH2:30][C:31]([O:33][CH3:34])=[O:32].BrCC=C(C)C.COCCOC. The catalyst is C1COCC1. The product is [OH:28][C@H:29]([C@H:30]([CH2:11][CH:12]=[C:5]([CH3:6])[CH3:7])[C:31]([O:33][CH3:34])=[O:32])[CH3:35]. The yield is 0.860.